From a dataset of Forward reaction prediction with 1.9M reactions from USPTO patents (1976-2016). Predict the product of the given reaction. (1) Given the reactants Cl[C:2]1[CH:7]=[CH:6][C:5]([CH2:8][CH2:9][CH2:10][NH:11][CH3:12])=[CH:4][CH:3]=1.[F:13][C:14]([F:27])([F:26])C1C=CC(CCC(O)=O)=CC=1, predict the reaction product. The product is: [F:13][C:14]([F:27])([F:26])[C:2]1[CH:7]=[CH:6][C:5]([CH2:8][CH2:9][CH2:10][NH:11][CH3:12])=[CH:4][CH:3]=1. (2) Given the reactants [Si:1]([O:8][CH2:9][CH2:10][C@H:11]1[CH2:22][CH2:21][C:20]2[S:19][C:18]3[N:17]=[CH:16][N:15]=[C:14](Cl)[C:13]=3[C:12]1=2)([C:4]([CH3:7])([CH3:6])[CH3:5])([CH3:3])[CH3:2].[CH2:24]([N:26]([CH:34]1[CH2:39][CH2:38][CH:37]([OH:40])[CH2:36][CH2:35]1)[C:27](=[O:33])[O:28][C:29]([CH3:32])([CH3:31])[CH3:30])[CH3:25].[H-].[Na+], predict the reaction product. The product is: [Si:1]([O:8][CH2:9][CH2:10][C@H:11]1[CH2:22][CH2:21][C:20]2[S:19][C:18]3[N:17]=[CH:16][N:15]=[C:14]([O:40][CH:37]4[CH2:38][CH2:39][CH:34]([N:26]([CH2:24][CH3:25])[C:27](=[O:33])[O:28][C:29]([CH3:30])([CH3:31])[CH3:32])[CH2:35][CH2:36]4)[C:13]=3[C:12]1=2)([C:4]([CH3:7])([CH3:6])[CH3:5])([CH3:3])[CH3:2]. (3) Given the reactants [NH2:1][C:2]1[C:14]2[C:5](=[N:6][C:7]3[CH2:8][CH2:9][CH:10]([C:15]([CH3:18])([CH3:17])[CH3:16])[CH2:11][C:12]=3[CH:13]=2)[S:4][C:3]=1[C:19]([NH2:21])=[O:20].[N:22]([O-])=O.[Na+].O, predict the reaction product. The product is: [C:15]([CH:10]1[CH2:9][CH2:8][C:7]2=[N:6][C:5]3[S:4][C:3]4[C:19](=[O:20])[NH:21][N:22]=[N:1][C:2]=4[C:14]=3[CH:13]=[C:12]2[CH2:11]1)([CH3:18])([CH3:16])[CH3:17]. (4) Given the reactants B(Br)(Br)Br.[CH2:5]([N:12]1[CH2:17][CH2:16][N:15]([C:18](=[O:33])[C:19]2[CH:24]=[C:23]([C:25]([F:28])([F:27])[F:26])[CH:22]=[C:21]([C:29]([F:32])([F:31])[F:30])[CH:20]=2)[C@H:14]([CH2:34][C:35]2[CH:40]=[CH:39][C:38]([CH3:41])=[C:37]([O:42]C)[CH:36]=2)[CH2:13]1)[C:6]1[CH:11]=[CH:10][CH:9]=[CH:8][CH:7]=1.C(=O)([O-])O.[Na+], predict the reaction product. The product is: [CH2:5]([N:12]1[CH2:17][CH2:16][N:15]([C:18](=[O:33])[C:19]2[CH:24]=[C:23]([C:25]([F:26])([F:27])[F:28])[CH:22]=[C:21]([C:29]([F:32])([F:31])[F:30])[CH:20]=2)[C@H:14]([CH2:34][C:35]2[CH:40]=[CH:39][C:38]([CH3:41])=[C:37]([OH:42])[CH:36]=2)[CH2:13]1)[C:6]1[CH:11]=[CH:10][CH:9]=[CH:8][CH:7]=1. (5) Given the reactants [F:1][C:2]1[CH:3]=[C:4]([SH:8])[CH:5]=[CH:6][CH:7]=1.C(=O)([O-])[O-].[K+].[K+].F[C:16]1[CH:21]=[CH:20][C:19]([F:22])=[CH:18][C:17]=1[N+:23]([O-:25])=[O:24].O, predict the reaction product. The product is: [F:1][C:2]1[CH:3]=[C:4]([S:8][C:16]2[CH:21]=[CH:20][C:19]([F:22])=[CH:18][C:17]=2[N+:23]([O-:25])=[O:24])[CH:5]=[CH:6][CH:7]=1.